This data is from Peptide-MHC class II binding affinity with 134,281 pairs from IEDB. The task is: Regression. Given a peptide amino acid sequence and an MHC pseudo amino acid sequence, predict their binding affinity value. This is MHC class II binding data. (1) The peptide sequence is QKKPDFILATDIAEM. The MHC is DRB1_0901 with pseudo-sequence DRB1_0901. The binding affinity (normalized) is 0.339. (2) The peptide sequence is GCGSCFEIKCTKPEA. The MHC is HLA-DPA10301-DPB10402 with pseudo-sequence HLA-DPA10301-DPB10402. The binding affinity (normalized) is 0.